Dataset: NCI-60 drug combinations with 297,098 pairs across 59 cell lines. Task: Regression. Given two drug SMILES strings and cell line genomic features, predict the synergy score measuring deviation from expected non-interaction effect. (1) Drug 1: CC1=C(N=C(N=C1N)C(CC(=O)N)NCC(C(=O)N)N)C(=O)NC(C(C2=CN=CN2)OC3C(C(C(C(O3)CO)O)O)OC4C(C(C(C(O4)CO)O)OC(=O)N)O)C(=O)NC(C)C(C(C)C(=O)NC(C(C)O)C(=O)NCCC5=NC(=CS5)C6=NC(=CS6)C(=O)NCCC[S+](C)C)O. Drug 2: CC12CCC3C(C1CCC2OP(=O)(O)O)CCC4=C3C=CC(=C4)OC(=O)N(CCCl)CCCl.[Na+]. Cell line: NCI-H460. Synergy scores: CSS=45.6, Synergy_ZIP=-0.0360, Synergy_Bliss=-0.459, Synergy_Loewe=-25.6, Synergy_HSA=2.39. (2) Drug 1: CC(C)(C#N)C1=CC(=CC(=C1)CN2C=NC=N2)C(C)(C)C#N. Drug 2: CN(CCCl)CCCl.Cl. Cell line: 786-0. Synergy scores: CSS=14.7, Synergy_ZIP=-8.25, Synergy_Bliss=0.633, Synergy_Loewe=0.506, Synergy_HSA=0.397. (3) Drug 1: C1CCN(CC1)CCOC2=CC=C(C=C2)C(=O)C3=C(SC4=C3C=CC(=C4)O)C5=CC=C(C=C5)O. Drug 2: C1=CC(=CC=C1CCCC(=O)O)N(CCCl)CCCl. Cell line: UACC-257. Synergy scores: CSS=19.3, Synergy_ZIP=-1.72, Synergy_Bliss=6.71, Synergy_Loewe=1.63, Synergy_HSA=1.49.